Task: Predict the reactants needed to synthesize the given product.. Dataset: Full USPTO retrosynthesis dataset with 1.9M reactions from patents (1976-2016) (1) Given the product [Br:38][C:9]1[C:10]([CH:21]2[CH2:26][C:25]([CH3:28])([CH3:27])[O:24][C:23]([CH3:30])([CH3:29])[CH2:22]2)=[N:11][N:12]([C:13]2[CH:18]=[CH:17][CH:16]=[CH:15][C:14]=2[O:19][CH3:20])[C:8]=1[C:5]1[CH:6]=[CH:7][C:2]([Cl:1])=[CH:3][CH:4]=1, predict the reactants needed to synthesize it. The reactants are: [Cl:1][C:2]1[CH:7]=[CH:6][C:5]([C:8]2[N:12]([C:13]3[CH:18]=[CH:17][CH:16]=[CH:15][C:14]=3[O:19][CH3:20])[N:11]=[C:10]([CH:21]3[CH2:26][C:25]([CH3:28])([CH3:27])[O:24][C:23]([CH3:30])([CH3:29])[CH2:22]3)[CH:9]=2)=[CH:4][CH:3]=1.C1C(=O)N([Br:38])C(=O)C1. (2) Given the product [N:21]12[CH2:26][CH2:25][CH:24]([CH2:23][CH2:22]1)[C@H:19]([NH:18][C:13]([C:9]1[CH:10]=[CH:11][CH:12]=[C:6]3[O:5][C:4]([CH:1]4[CH2:2][CH2:3]4)=[N:8][C:7]=13)=[O:15])[CH2:20]2, predict the reactants needed to synthesize it. The reactants are: [CH:1]1([C:4]2[O:5][C:6]3[C:7](=[C:9]([C:13]([OH:15])=O)[CH:10]=[CH:11][CH:12]=3)[N:8]=2)[CH2:3][CH2:2]1.Cl.Cl.[NH2:18][C@H:19]1[CH:24]2[CH2:25][CH2:26][N:21]([CH2:22][CH2:23]2)[CH2:20]1.Cl.C(N=C=NCCCN(C)C)C.ON1C2C=CC=CC=2N=N1.C(N(CC)CC)C. (3) Given the product [CH3:43][C:39]1[N:38]=[C:37]([C:35]2[O:34][N:33]=[C:23]([CH2:24][P:25](=[O:32])([O:29][CH2:30][CH3:31])[O:26][CH2:27][CH3:28])[N:22]=2)[CH:42]=[CH:41][CH:40]=1, predict the reactants needed to synthesize it. The reactants are: ClC1C=C(C2ON=C(CP(=O)(OCC)OCC)N=2)C=CC=1.[NH2:22][C:23](=[N:33][O:34][C:35]([C:37]1[CH:42]=[CH:41][CH:40]=[C:39]([CH3:43])[N:38]=1)=O)[CH2:24][P:25](=[O:32])([O:29][CH2:30][CH3:31])[O:26][CH2:27][CH3:28]. (4) Given the product [C:1]([N:27]1[C:28]2[C:23](=[CH:22][C:21]([O:30][CH3:31])=[C:20]([CH2:19][CH2:18][N:15]3[CH2:14][CH2:13][C:12]4([O:11][CH2:10][CH2:9][O:8]4)[CH2:17][CH2:16]3)[CH:29]=2)[CH2:24][CH2:25][CH2:26]1)(=[O:3])[CH3:2], predict the reactants needed to synthesize it. The reactants are: [C:1](OC(=O)C)(=[O:3])[CH3:2].[O:8]1[C:12]2([CH2:17][CH2:16][N:15]([CH2:18][CH2:19][C:20]3[CH:29]=[C:28]4[C:23]([CH2:24][CH2:25][CH2:26][NH:27]4)=[CH:22][C:21]=3[O:30][CH3:31])[CH2:14][CH2:13]2)[O:11][CH2:10][CH2:9]1. (5) Given the product [F:8][C:4]1[CH:5]=[CH:6][CH:7]=[C:2]([F:1])[C:3]=1[N:9]1[C:14]2[N:15]=[C:16]([NH:49][CH:47]3[CH2:48][C:43]([CH3:52])([CH3:42])[NH:44][C:45]([CH3:51])([CH3:50])[CH2:46]3)[N:17]=[C:18]([C:19]3[CH:20]=[C:21]([CH:25]=[CH:26][C:27]=3[CH3:28])[C:22]([NH:41][CH2:40][CH2:39][C:36]3[CH:37]=[CH:38][C:33]([F:32])=[CH:34][CH:35]=3)=[O:23])[C:13]=2[CH:12]=[CH:11][C:10]1=[O:31], predict the reactants needed to synthesize it. The reactants are: [F:1][C:2]1[CH:7]=[CH:6][CH:5]=[C:4]([F:8])[C:3]=1[N:9]1[C:14]2[N:15]=[C:16](SC)[N:17]=[C:18]([C:19]3[CH:20]=[C:21]([CH:25]=[CH:26][C:27]=3[CH3:28])[C:22](O)=[O:23])[C:13]=2[CH:12]=[CH:11][C:10]1=[O:31].[F:32][C:33]1[CH:38]=[CH:37][C:36]([CH2:39][CH2:40][NH2:41])=[CH:35][CH:34]=1.[CH3:42][C:43]1([CH3:52])[CH2:48][CH:47]([NH2:49])[CH2:46][C:45]([CH3:51])([CH3:50])[NH:44]1. (6) Given the product [N:18]1[CH:19]=[CH:20][CH:21]=[CH:22][C:17]=1[O:16][C:12]1[CH:11]=[C:10]([C@@H:8]([NH2:7])[CH3:9])[CH:15]=[CH:14][CH:13]=1, predict the reactants needed to synthesize it. The reactants are: C(OC(=O)[NH:7][C@H:8]([C:10]1[CH:15]=[CH:14][CH:13]=[C:12]([O:16][C:17]2[CH:22]=[CH:21][CH:20]=[CH:19][N:18]=2)[CH:11]=1)[CH3:9])(C)(C)C.Cl. (7) Given the product [F:30][C:17]1[C:18]([NH:23][S:24]([CH2:27][CH2:28][CH3:29])(=[O:26])=[O:25])=[CH:19][CH:20]=[C:21]([F:22])[C:16]=1[NH:15][C:13]([C:7]1[CH:8]=[C:9]([CH3:12])[CH:10]=[C:11]2[C:6]=1[N:5]=[CH:4][N:3]=[C:2]2[NH2:31])=[O:14], predict the reactants needed to synthesize it. The reactants are: Cl[C:2]1[C:11]2[C:6](=[C:7]([C:13]([NH:15][C:16]3[C:21]([F:22])=[CH:20][CH:19]=[C:18]([NH:23][S:24]([CH2:27][CH2:28][CH3:29])(=[O:26])=[O:25])[C:17]=3[F:30])=[O:14])[CH:8]=[C:9]([CH3:12])[CH:10]=2)[N:5]=[CH:4][N:3]=1.[NH3:31].